From a dataset of hERG potassium channel inhibition data for cardiac toxicity prediction from Karim et al.. Regression/Classification. Given a drug SMILES string, predict its toxicity properties. Task type varies by dataset: regression for continuous values (e.g., LD50, hERG inhibition percentage) or binary classification for toxic/non-toxic outcomes (e.g., AMES mutagenicity, cardiotoxicity, hepatotoxicity). Dataset: herg_karim. (1) The molecule is N#Cc1ccc2c(c1)CCN(CC[C@H]1CC[C@H](NC(=O)c3ccnc4ccccc34)CC1)C2. The result is 1 (blocker). (2) The molecule is Cc1nc2cnc3ccc(C#Cc4cccnc4)cc3c2n1-c1ccc(C(C)(C)C#N)cc1. The result is 0 (non-blocker).